From a dataset of Reaction yield outcomes from USPTO patents with 853,638 reactions. Predict the reaction yield, written as a fraction of the theoretical maximum amount of product (1.0 means a 100% yield; for example, 0.34 means a 34% yield). (1) The reactants are Br[C:2]1[N:3]=[C:4]2[C:10]([CH:11]=[O:12])=[CH:9][N:8]([CH2:13][O:14][CH2:15][CH2:16][Si:17]([CH3:20])([CH3:19])[CH3:18])[C:5]2=[N:6][CH:7]=1.[CH:21]1(B(O)O)[CH2:23][CH2:22]1.C1(P(C2CCCCC2)C2CCCCC2)CCCCC1.[O-]P([O-])([O-])=O.[K+].[K+].[K+]. The catalyst is C1(C)C=CC=CC=1.O.C([O-])(=O)C.[Pd+2].C([O-])(=O)C. The product is [CH:21]1([C:2]2[N:3]=[C:4]3[C:10]([CH:11]=[O:12])=[CH:9][N:8]([CH2:13][O:14][CH2:15][CH2:16][Si:17]([CH3:20])([CH3:19])[CH3:18])[C:5]3=[N:6][CH:7]=2)[CH2:23][CH2:22]1. The yield is 0.810. (2) The reactants are [CH3:1][C:2]1([CH3:17])[C:10]2[C:5](=[CH:6][C:7]([N+:11]([O-])=O)=[CH:8][CH:9]=2)[N:4]([C:14](=[O:16])[CH3:15])[CH2:3]1. The catalyst is CO.[Pd]. The product is [NH2:11][C:7]1[CH:6]=[C:5]2[C:10]([C:2]([CH3:17])([CH3:1])[CH2:3][N:4]2[C:14](=[O:16])[CH3:15])=[CH:9][CH:8]=1. The yield is 0.610.